From a dataset of Catalyst prediction with 721,799 reactions and 888 catalyst types from USPTO. Predict which catalyst facilitates the given reaction. Reactant: [Br:1]N1C(=O)CCC1=O.[NH:9]1[C:13]2=[N:14][CH:15]=[N:16][C:17]([NH2:18])=[C:12]2[CH:11]=[N:10]1. Product: [Br:1][C:11]1[C:12]2[C:13](=[N:14][CH:15]=[N:16][C:17]=2[NH2:18])[NH:9][N:10]=1. The catalyst class is: 3.